Dataset: Catalyst prediction with 721,799 reactions and 888 catalyst types from USPTO. Task: Predict which catalyst facilitates the given reaction. Reactant: [NH2:1][C:2]1[CH:7]=[CH:6][CH:5]=[CH:4][N:3]=1.[C:8]([N+:12]#[C-:13])([CH3:11])([CH3:10])[CH3:9].[CH:14](=O)[C:15]1[CH:20]=[CH:19][CH:18]=[CH:17][CH:16]=1.[CH2:22]([C:29]([Cl:31])=[O:30])[CH2:23][CH2:24][CH2:25][CH2:26][CH2:27]C. Product: [Cl-:31].[C:8]([N:12]([C:29](=[O:30])[CH2:22][CH2:23][CH2:24][CH2:25][CH2:26][CH3:27])[C:13]1[N:3]2[CH:4]=[CH:5][CH:6]=[CH:7][C:2]2=[N+:1]([C:29](=[O:30])[CH2:22][CH2:23][CH2:24][CH2:25][CH2:26][CH3:27])[C:14]=1[C:15]1[CH:20]=[CH:19][CH:18]=[CH:17][CH:16]=1)([CH3:11])([CH3:10])[CH3:9]. The catalyst class is: 519.